This data is from Reaction yield outcomes from USPTO patents with 853,638 reactions. The task is: Predict the reaction yield, written as a fraction of the theoretical maximum amount of product (1.0 means a 100% yield; for example, 0.34 means a 34% yield). (1) The reactants are [Br:1][C:2]1[CH:10]=[C:9]2[C:5]([CH2:6][C:7](=[O:11])[NH:8]2)=[CH:4][CH:3]=1.[N+:12]([O-])([O-:14])=[O:13].[K+]. The catalyst is S(=O)(=O)(O)O. The product is [Br:1][C:2]1[CH:10]=[C:9]2[C:5]([CH2:6][C:7](=[O:11])[NH:8]2)=[CH:4][C:3]=1[N+:12]([O-:14])=[O:13]. The yield is 0.880. (2) The reactants are C[N:2]([C:12]1[CH:17]=[CH:16][CH:15]=[C:14]([N+:18]([O-])=O)[CH:13]=1)[C:3]([NH:5][C:6]1[CH:7]=[N:8][CH:9]=[CH:10][CH:11]=1)=[O:4]. The catalyst is CO.[Pd]. The product is [NH2:18][C:14]1[CH:13]=[C:12]([NH:2][C:3]([NH:5][C:6]2[CH:7]=[N:8][CH:9]=[CH:10][CH:11]=2)=[O:4])[CH:17]=[CH:16][CH:15]=1. The yield is 0.590.